From a dataset of Reaction yield outcomes from USPTO patents with 853,638 reactions. Predict the reaction yield, written as a fraction of the theoretical maximum amount of product (1.0 means a 100% yield; for example, 0.34 means a 34% yield). (1) The reactants are CCN=C=NCCCN(C)C.[F:12][C:13]1[CH:14]=[C:15]([NH:20][CH:21]([C:23]2[CH:24]=[C:25]([C:40](O)=[O:41])[CH:26]=[C:27]3[C:32]=2[O:31][C:30]([N:33]2[CH2:38][CH2:37][O:36][CH2:35][CH2:34]2)=[CH:29][C:28]3=[O:39])[CH3:22])[CH:16]=[C:17]([F:19])[CH:18]=1.[NH:43]1[CH2:47][CH2:46][C@H:45]([OH:48])[CH2:44]1.OP=O. The catalyst is C(Cl)Cl. The product is [F:12][C:13]1[CH:14]=[C:15]([NH:20][CH:21]([C:23]2[CH:24]=[C:25]([C:40]([N:43]3[CH2:47][CH2:46][C@H:45]([OH:48])[CH2:44]3)=[O:41])[CH:26]=[C:27]3[C:32]=2[O:31][C:30]([N:33]2[CH2:34][CH2:35][O:36][CH2:37][CH2:38]2)=[CH:29][C:28]3=[O:39])[CH3:22])[CH:16]=[C:17]([F:19])[CH:18]=1. The yield is 0.950. (2) The yield is 0.460. The reactants are [CH3:1][C:2]1[C:3]([C:22]2[CH:27]=[CH:26][CH:25]=[CH:24][CH:23]=2)=[C:4]([O:14][C:15]2[CH:21]=[CH:20][C:18]([NH2:19])=[CH:17][CH:16]=2)[C:5]2[C:10]([CH:11]=1)=[CH:9][C:8]([O:12][CH3:13])=[CH:7][CH:6]=2.CCN(CC)CC.[CH3:35][S:36](Cl)(=[O:38])=[O:37]. The catalyst is CN(C1C=CN=CC=1)C.C(Cl)Cl. The product is [CH3:13][O:12][C:8]1[CH:9]=[C:10]2[C:5](=[CH:6][CH:7]=1)[C:4]([O:14][C:15]1[CH:21]=[CH:20][C:18]([NH:19][S:36]([CH3:35])(=[O:38])=[O:37])=[CH:17][CH:16]=1)=[C:3]([C:22]1[CH:27]=[CH:26][CH:25]=[CH:24][CH:23]=1)[C:2]([CH3:1])=[CH:11]2. (3) The product is [CH3:18][O:17][C:4]1[CH:3]=[C:2]([C:24]2[CH:25]=[CH:26][C:21]([O:20][CH3:19])=[CH:22][CH:23]=2)[N:7]=[C:6]([N:8]2[CH:12]=[CH:11][C:10]([C:13]([F:16])([F:15])[F:14])=[N:9]2)[N:5]=1. The reactants are Cl[C:2]1[N:7]=[C:6]([N:8]2[CH:12]=[CH:11][C:10]([C:13]([F:16])([F:15])[F:14])=[N:9]2)[N:5]=[C:4]([O:17][CH3:18])[CH:3]=1.[CH3:19][O:20][C:21]1[CH:26]=[CH:25][C:24](B(O)O)=[CH:23][CH:22]=1.COC1C=C(C2C=CC=CC=2)N=C(N2C=CC(C(F)(F)F)=N2)N=1. No catalyst specified. The yield is 0.550. (4) The reactants are [CH3:1][O:2][C:3]1[CH:8]=[CH:7][C:6]([NH:9][C:10]2[C:11](=[CH:15][CH:16]=[CH:17][CH:18]=2)[C:12]([OH:14])=O)=[CH:5][CH:4]=1. The product is [CH3:1][O:2][C:3]1[CH:4]=[CH:5][C:6]2[NH:9][C:10]3[C:11](=[CH:15][CH:16]=[CH:17][CH:18]=3)[C:12](=[O:14])[C:7]=2[CH:8]=1. The catalyst is O. The yield is 0.810. (5) The reactants are CCN=C=NCCCN(C)C.Cl.[Br:13][C:14]1[CH:15]=[C:16]([NH2:21])[C:17]([NH2:20])=[CH:18][CH:19]=1.[C:22]([N:29]1[CH2:36][CH2:35][CH2:34][C@H:30]1[C:31](O)=O)([O:24][C:25]([CH3:28])([CH3:27])[CH3:26])=[O:23].ON1C2C=CC=CC=2N=N1. The catalyst is C(Cl)Cl.O.C(O)(=O)C. The product is [Br:13][C:14]1[CH:19]=[CH:18][C:17]2[N:20]=[C:31]([C@@H:30]3[CH2:34][CH2:35][CH2:36][N:29]3[C:22]([O:24][C:25]([CH3:26])([CH3:28])[CH3:27])=[O:23])[NH:21][C:16]=2[CH:15]=1. The yield is 0.612.